This data is from Full USPTO retrosynthesis dataset with 1.9M reactions from patents (1976-2016). The task is: Predict the reactants needed to synthesize the given product. (1) Given the product [CH2:1]([N:8]1[C:16]2[C:11](=[CH:12][C:13]([N:17]3[CH:18]=[CH:19][CH:20]=[CH:21]3)=[CH:14][CH:15]=2)[C:10]([C:22]2[CH:27]=[CH:26][CH:25]=[CH:24][CH:23]=2)=[C:9]1[C:28]([OH:30])=[O:29])[C:2]1[CH:7]=[CH:6][CH:5]=[CH:4][CH:3]=1, predict the reactants needed to synthesize it. The reactants are: [CH2:1]([N:8]1[C:16]2[C:11](=[CH:12][C:13]([N:17]3[CH:21]=[CH:20][CH:19]=[CH:18]3)=[CH:14][CH:15]=2)[C:10]([C:22]2[CH:27]=[CH:26][CH:25]=[CH:24][CH:23]=2)=[C:9]1[C:28]([O:30]CC)=[O:29])[C:2]1[CH:7]=[CH:6][CH:5]=[CH:4][CH:3]=1.O.[OH-].[Li+]. (2) Given the product [CH3:13][C:14]1([CH3:28])[CH2:19][O:18][B:17]([C:2]2[CH:7]=[CH:6][C:5]([C:8]3([OH:12])[CH2:11][O:10][CH2:9]3)=[CH:4][CH:3]=2)[O:16][CH2:15]1, predict the reactants needed to synthesize it. The reactants are: Br[C:2]1[CH:7]=[CH:6][C:5]([C:8]2([OH:12])[CH2:11][O:10][CH2:9]2)=[CH:4][CH:3]=1.[CH3:13][C:14]1([CH3:28])[CH2:19][O:18][B:17]([B:17]2[O:18][CH2:19][C:14]([CH3:28])([CH3:13])[CH2:15][O:16]2)[O:16][CH2:15]1.CC([O-])=O.[K+].